From a dataset of Reaction yield outcomes from USPTO patents with 853,638 reactions. Predict the reaction yield, written as a fraction of the theoretical maximum amount of product (1.0 means a 100% yield; for example, 0.34 means a 34% yield). (1) The reactants are [Cl:1][C:2]1[CH:7]=[CH:6][N:5]=[C:4]([C:8]#[C:9][C:10]2[CH:15]=[CH:14][C:13]([O:16][CH3:17])=[CH:12][CH:11]=2)[CH:3]=1.[OH2:18].CS(C)=[O:21]. The catalyst is [Pd](Cl)Cl. The product is [Cl:1][C:2]1[CH:7]=[CH:6][N:5]=[C:4]([C:8](=[O:21])[C:9]([C:10]2[CH:11]=[CH:12][C:13]([O:16][CH3:17])=[CH:14][CH:15]=2)=[O:18])[CH:3]=1. The yield is 0.320. (2) The reactants are C1(C=CC=C(O)C=1)O.BrC1C=CC=CC=1C(O)=O.[CH:19]1[C:24](O)=[CH:23][C:22]2[C:26]([O:28][C:29]3[CH:34]=[C:33]([OH:35])[CH:32]=[CH:31][C:30]=3[C:21]=2[CH:20]=1)=[O:27]. No catalyst specified. The product is [CH:19]1[CH:20]=[C:21]2[C:30]3[CH:31]=[CH:32][C:33]([OH:35])=[CH:34][C:29]=3[O:28][C:26](=[O:27])[C:22]2=[CH:23][CH:24]=1. The yield is 0.616. (3) The reactants are [Br:1][C:2]1[CH:3]=[CH:4][C:5]([F:22])=[C:6]([C@:8]([NH:15]C(=O)C(F)(F)F)([CH3:14])[CH2:9][S:10][CH2:11][C:12]#[N:13])[CH:7]=1.[BH4-].[Na+].[NH4+].[Cl-]. The catalyst is C(O)C. The product is [NH2:15][C@@:8]([C:6]1[CH:7]=[C:2]([Br:1])[CH:3]=[CH:4][C:5]=1[F:22])([CH3:14])[CH2:9][S:10][CH2:11][C:12]#[N:13]. The yield is 0.536. (4) The reactants are [C:1]1([NH2:8])[C:2]([NH2:7])=[CH:3][CH:4]=[CH:5][CH:6]=1.[C:9](O[C:9]([O:11][C:12]([CH3:15])([CH3:14])[CH3:13])=[O:10])([O:11][C:12]([CH3:15])([CH3:14])[CH3:13])=[O:10]. The catalyst is CN(C1C=CN=CC=1)C.C1COCC1.ClCCl. The product is [NH2:7][C:2]1[CH:3]=[CH:4][CH:5]=[CH:6][C:1]=1[NH:8][C:9](=[O:10])[O:11][C:12]([CH3:15])([CH3:14])[CH3:13]. The yield is 0.200. (5) The reactants are Cl[C:2]1[CH:3]=[CH:4][C:5]2[N:6]([C:8]([C:11]([F:14])([F:13])[F:12])=[N:9][N:10]=2)[N:7]=1.[F:15][C:16]1[CH:21]=[C:20]([OH:22])[CH:19]=[CH:18][C:17]=1[C:23]1([OH:29])[CH2:28][CH2:27][NH:26][CH2:25][CH2:24]1. No catalyst specified. The product is [F:15][C:16]1[CH:21]=[C:20]([OH:22])[CH:19]=[CH:18][C:17]=1[C:23]1([OH:29])[CH2:24][CH2:25][N:26]([C:2]2[CH:3]=[CH:4][C:5]3[N:6]([C:8]([C:11]([F:14])([F:13])[F:12])=[N:9][N:10]=3)[N:7]=2)[CH2:27][CH2:28]1. The yield is 0.800. (6) The reactants are Br[C:2]1[CH:7]=[CH:6][C:5]2[C:8]3[CH2:13][CH2:12][N:11]([C:14]([O:16][C:17]([CH3:20])([CH3:19])[CH3:18])=[O:15])[CH2:10][C:9]=3[O:21][C:4]=2[CH:3]=1.[F:22][C:23]([F:38])([F:37])[C:24]1[N:29]=[CH:28][C:27]([C:30]2[CH:35]=[CH:34][NH:33][C:32](=[O:36])[CH:31]=2)=[CH:26][CH:25]=1.C([O-])([O-])=O.[Cs+].[Cs+].CN[C@H]1CCCC[C@@H]1NC. The catalyst is C1(C)C=CC=CC=1.[Cl-].[Na+].O.[NH4+].[OH-].[Cu](I)I.C(Cl)Cl. The product is [O:36]=[C:32]1[CH:31]=[C:30]([C:27]2[CH:28]=[N:29][C:24]([C:23]([F:38])([F:22])[F:37])=[CH:25][CH:26]=2)[CH:35]=[CH:34][N:33]1[C:2]1[CH:7]=[CH:6][C:5]2[C:8]3[CH2:13][CH2:12][N:11]([C:14]([O:16][C:17]([CH3:20])([CH3:19])[CH3:18])=[O:15])[CH2:10][C:9]=3[O:21][C:4]=2[CH:3]=1. The yield is 0.790. (7) The reactants are [Br:1][C:2]1[CH:3]=[C:4]([CH:31]=[CH:32][CH:33]=1)[CH2:5][N:6]1[C:14]2[C:13](=[O:15])[N:12]([CH3:16])[C:11](=[O:17])[N:10]([CH3:18])[C:9]=2[N:8]=[C:7]1[S:19][C:20]([CH3:30])([CH3:29])[C:21]([NH:23][CH:24]([CH2:27][CH3:28])[CH:25]=O)=[O:22]. The catalyst is CS(O)(=O)=O.O=P12OP3(OP(OP(O3)(O1)=O)(=O)O2)=O. The product is [Br:1][C:2]1[CH:3]=[C:4]([CH:31]=[CH:32][CH:33]=1)[CH2:5][N:6]1[C:14]2[C:13](=[O:15])[N:12]([CH3:16])[C:11](=[O:17])[N:10]([CH3:18])[C:9]=2[N:8]=[C:7]1[S:19][C:20]([C:21]1[O:22][CH:25]=[C:24]([CH2:27][CH3:28])[N:23]=1)([CH3:29])[CH3:30]. The yield is 0.229. (8) The reactants are [Br:1][C:2]1[CH:3]=[C:4]2[C:9](=[CH:10][CH:11]=1)[CH2:8][C:7](=O)[CH2:6][CH2:5]2.[CH2:13]([NH2:16])[C:14]#[CH:15]. No catalyst specified. The product is [Br:1][C:2]1[CH:11]=[CH:10][C:9]2[C:8]3[CH:15]=[CH:14][CH:13]=[N:16][C:7]=3[CH2:6][CH2:5][C:4]=2[CH:3]=1. The yield is 0.690. (9) The reactants are [C:1]1([C:7]2[NH:11][CH:10]=[C:9]([CH:12]=[O:13])[CH:8]=2)[CH:6]=[CH:5][CH:4]=[CH:3][CH:2]=1.[H-].[Na+].C1OCCOCCOCCOCCOC1.Cl.[N:32]1[CH:37]=[CH:36][CH:35]=[C:34]([S:38](Cl)(=[O:40])=[O:39])[CH:33]=1. The catalyst is O1CCCC1.C(OCC)(=O)C. The product is [C:1]1([C:7]2[N:11]([S:38]([C:34]3[CH:33]=[N:32][CH:37]=[CH:36][CH:35]=3)(=[O:40])=[O:39])[CH:10]=[C:9]([CH:12]=[O:13])[CH:8]=2)[CH:6]=[CH:5][CH:4]=[CH:3][CH:2]=1. The yield is 0.750.